From a dataset of Full USPTO retrosynthesis dataset with 1.9M reactions from patents (1976-2016). Predict the reactants needed to synthesize the given product. (1) Given the product [CH3:21][C:14]1[CH:15]=[C:16]([C:18]([OH:20])=[O:19])[NH:17][C:13]=1[CH:11]=[C:3]1[C:4]2[C:9](=[CH:8][CH:7]=[CH:6][CH:5]=2)[NH:1][C:2]1=[O:10], predict the reactants needed to synthesize it. The reactants are: [NH:1]1[C:9]2[C:4](=[CH:5][CH:6]=[CH:7][CH:8]=2)[CH2:3][C:2]1=[O:10].[CH:11]([C:13]1[NH:17][C:16]([C:18]([OH:20])=[O:19])=[CH:15][C:14]=1[CH3:21])=O. (2) Given the product [CH2:1]([O:3][C:4]([C:6]1[CH:7]=[N:8][C:9]2[C:14]([C:15]=1[C:10]1[CH:9]=[CH:14][CH:13]=[C:40]([CH:41]=[O:36])[CH:11]=1)=[CH:13][CH:12]=[C:11]([C:24]([F:27])([F:26])[F:25])[CH:10]=2)=[O:5])[CH3:2], predict the reactants needed to synthesize it. The reactants are: [CH2:1]([O:3][C:4]([C:6]1[CH:7]=[N:8][C:9]2[C:14]([C:15]=1OS(C(F)(F)F)(=O)=O)=[CH:13][CH:12]=[C:11]([C:24]([F:27])([F:26])[F:25])[CH:10]=2)=[O:5])[CH3:2].P([O-])([O-])([O-])=O.[K+].[K+].[K+].[O:36]1[CH2:41][CH2:40]OCC1.